Task: Regression. Given a peptide amino acid sequence and an MHC pseudo amino acid sequence, predict their binding affinity value. This is MHC class I binding data.. Dataset: Peptide-MHC class I binding affinity with 185,985 pairs from IEDB/IMGT (1) The peptide sequence is YQTDSGCWY. The MHC is HLA-A01:01 with pseudo-sequence HLA-A01:01. The binding affinity (normalized) is 0.195. (2) The peptide sequence is PLVVHRGGLW. The MHC is H-2-Kb with pseudo-sequence H-2-Kb. The binding affinity (normalized) is 0. (3) The MHC is HLA-A11:01 with pseudo-sequence HLA-A11:01. The peptide sequence is AAAATSAGTR. The binding affinity (normalized) is 0.253. (4) The peptide sequence is CELSSHGDL. The MHC is HLA-A66:01 with pseudo-sequence HLA-A66:01. The binding affinity (normalized) is 0.213. (5) The peptide sequence is DQLLPFMSDM. The MHC is H-2-Db with pseudo-sequence H-2-Db. The binding affinity (normalized) is 0.171. (6) The peptide sequence is SEAQMSIQL. The MHC is HLA-B18:01 with pseudo-sequence HLA-B18:01. The binding affinity (normalized) is 0.352. (7) The peptide sequence is GPDIYKGVY. The MHC is HLA-A30:02 with pseudo-sequence HLA-A30:02. The binding affinity (normalized) is 0.306. (8) The peptide sequence is NTTQQGDMY. The MHC is HLA-B07:02 with pseudo-sequence HLA-B07:02. The binding affinity (normalized) is 0.0847. (9) The peptide sequence is AEALGPFQS. The MHC is HLA-B40:02 with pseudo-sequence HLA-B40:02. The binding affinity (normalized) is 0.213. (10) The peptide sequence is VRALGGLAC. The MHC is HLA-A01:01 with pseudo-sequence HLA-A01:01. The binding affinity (normalized) is 0.